The task is: Predict the product of the given reaction.. This data is from Forward reaction prediction with 1.9M reactions from USPTO patents (1976-2016). (1) Given the reactants [CH:1]1[CH:14]=[C:13]([NH2:15])[C:4]2[CH:5]=[CH:6][C:7]([S:9]([OH:12])(=[O:11])=[O:10])=[CH:8][C:3]=2[CH:2]=1.[C:16](O[C:16]([O:18][C:19]([CH3:22])([CH3:21])[CH3:20])=[O:17])([O:18][C:19]([CH3:22])([CH3:21])[CH3:20])=[O:17].CCN(CC)CC, predict the reaction product. The product is: [C:19]([O:18][C:16]([NH:15][C:13]1[CH:14]=[CH:1][CH:2]=[C:3]2[C:4]=1[CH:5]=[CH:6][C:7]([S:9]([OH:12])(=[O:10])=[O:11])=[CH:8]2)=[O:17])([CH3:22])([CH3:21])[CH3:20]. (2) Given the reactants [C:1]([O:5][C:6]([N:8]1[CH2:12][C@H:11]([OH:13])[C@@H:10]([CH2:14]O)[CH2:9]1)=[O:7])([CH3:4])([CH3:3])[CH3:2].C1(P(C2C=CC=CC=2)C2C=CC=CC=2)C=CC=CC=1.C(Br)(Br)(Br)[Br:36].CO, predict the reaction product. The product is: [Br:36][CH2:14][C@@H:10]1[C@@H:11]([OH:13])[CH2:12][N:8]([C:6]([O:5][C:1]([CH3:4])([CH3:3])[CH3:2])=[O:7])[CH2:9]1.